From a dataset of Forward reaction prediction with 1.9M reactions from USPTO patents (1976-2016). Predict the product of the given reaction. (1) Given the reactants CN(C=O)C.[C:6]([OH:14])(=O)[C:7]1[CH:12]=[CH:11][N:10]=[CH:9][CH:8]=1.C(C1NC=CN=1)(C1NC=CN=1)=O.Cl.[NH2:28][CH2:29][C:30]([NH2:32])=[O:31], predict the reaction product. The product is: [C:30]([CH2:29][NH:28][C:6](=[O:14])[C:7]1[CH:8]=[CH:9][N:10]=[CH:11][CH:12]=1)(=[O:31])[NH2:32]. (2) Given the reactants [F:1][C:2]1[CH:7]=[CH:6][C:5]([N+:8]([O-:10])=[O:9])=[CH:4][C:3]=1[C:11]([CH3:13])=[CH2:12].O.C1C=C(Cl)C=C(C(OO)=[O:23])C=1, predict the reaction product. The product is: [F:1][C:2]1[CH:7]=[CH:6][C:5]([N+:8]([O-:10])=[O:9])=[CH:4][C:3]=1[C:11]1([CH3:13])[CH2:12][O:23]1. (3) Given the reactants [F:1][C:2]1[CH:20]=[CH:19][C:5]([CH2:6][NH:7][C@H:8]2[C@H:13]3[O:14][C@H:10]([CH2:11][CH2:12]3)[C@H:9]2[C:15]([O:17]C)=O)=[CH:4][CH:3]=1.[CH3:21][S:22]([NH:25][C:26]1[CH:41]=[CH:40][C:29]2[NH:30][C:31]([CH2:36][C:37](O)=[O:38])=[N:32][S:33](=[O:35])(=[O:34])[C:28]=2[CH:27]=1)(=[O:24])=[O:23].CN1CCOCC1.Cl.CN(C)CCCN=C=NCC.C(N(CC)CC)C, predict the reaction product. The product is: [F:1][C:2]1[CH:3]=[CH:4][C:5]([CH2:6][N:7]2[C:37](=[O:38])[C:36]([C:31]3[NH:30][C:29]4[CH:40]=[CH:41][C:26]([NH:25][S:22]([CH3:21])(=[O:24])=[O:23])=[CH:27][C:28]=4[S:33](=[O:35])(=[O:34])[N:32]=3)=[C:15]([OH:17])[C@H:9]3[C@@H:8]2[C@H:13]2[O:14][C@@H:10]3[CH2:11][CH2:12]2)=[CH:19][CH:20]=1. (4) Given the reactants Cl[C:2]1[CH:25]=[N:24][C:5]2=[N:6][C:7]([C:17]3[CH:22]=[CH:21][C:20]([CH3:23])=[CH:19][CH:18]=3)=[C:8]([C:10]3[CH:15]=[CH:14][C:13]([CH3:16])=[CH:12][CH:11]=3)[N:9]=[C:4]2[CH:3]=1.[Na].[CH3:27][OH:28], predict the reaction product. The product is: [CH3:27][O:28][C:2]1[CH:25]=[N:24][C:5]2=[N:6][C:7]([C:17]3[CH:22]=[CH:21][C:20]([CH3:23])=[CH:19][CH:18]=3)=[C:8]([C:10]3[CH:15]=[CH:14][C:13]([CH3:16])=[CH:12][CH:11]=3)[N:9]=[C:4]2[CH:3]=1. (5) Given the reactants Br[CH2:2][CH2:3][S:4]([C:7]1[CH:14]=[CH:13][C:10]([C:11]#[N:12])=[CH:9][CH:8]=1)(=[O:6])=[O:5].[NH:15]1[CH:19]=[CH:18][N:17]=[CH:16]1, predict the reaction product. The product is: [N:15]1([CH2:2][CH2:3][S:4]([C:7]2[CH:14]=[CH:13][C:10]([C:11]#[N:12])=[CH:9][CH:8]=2)(=[O:6])=[O:5])[CH:19]=[CH:18][N:17]=[CH:16]1. (6) Given the reactants [Cl:1][C:2]1[N:7]=[C:6]([NH:8][CH2:9][CH2:10][CH3:11])[N:5]=[C:4]([N:12]([CH3:15])[O:13][CH3:14])[N:3]=1.C(OCC)C.[N:21]([CH3:24])([CH3:23])[CH3:22], predict the reaction product. The product is: [Cl-:1].[CH3:14][O:13][N:12]([C:4]1[N:5]=[C:6]([NH:8][CH2:9][CH2:10][CH3:11])[N:7]=[C:2]([N+:21]([CH3:24])([CH3:23])[CH3:22])[N:3]=1)[CH3:15]. (7) Given the reactants [CH3:1][O:2][CH2:3][C:4](Cl)=O.[NH2:7][NH:8][C:9]([NH2:11])=[S:10], predict the reaction product. The product is: [CH3:1][O:2][CH2:3][C:4]1[NH:7][N:8]=[C:9]([SH:10])[N:11]=1. (8) The product is: [Cl:29][C:25]1[C:23]2[N:24]=[C:20]([CH2:2][C:1]([O:4][C:5]([CH3:8])([CH3:7])[CH3:6])=[O:3])[S:21][C:22]=2[CH:28]=[CH:27][CH:26]=1. Given the reactants [C:1]([O:4][C:5]([CH3:8])([CH3:7])[CH3:6])(=[O:3])[CH3:2].C[Si]([N-][Si](C)(C)C)(C)C.[Li+].Cl[C:20]1[S:21][C:22]2[CH:28]=[CH:27][CH:26]=[C:25]([Cl:29])[C:23]=2[N:24]=1, predict the reaction product.